The task is: Regression/Classification. Given a drug SMILES string, predict its absorption, distribution, metabolism, or excretion properties. Task type varies by dataset: regression for continuous measurements (e.g., permeability, clearance, half-life) or binary classification for categorical outcomes (e.g., BBB penetration, CYP inhibition). Dataset: cyp2d6_substrate_carbonmangels.. This data is from CYP2D6 substrate classification data from Carbon-Mangels et al.. The molecule is C[C@H]1C[C@H]2[C@@H]3CCC4=CC(=O)C=C[C@]4(C)[C@@]3(Cl)[C@@H](O)C[C@]2(C)[C@@]1(O)C(=O)CO. The result is 0 (non-substrate).